This data is from Forward reaction prediction with 1.9M reactions from USPTO patents (1976-2016). The task is: Predict the product of the given reaction. (1) Given the reactants [Cl:1][C:2]1[CH:3]=[C:4]([N:10]([CH2:16][C:17]([F:20])([F:19])[F:18])[C@H:11]([C:13]([OH:15])=O)[CH3:12])[CH:5]=[CH:6][C:7]=1[C:8]#[N:9].[CH2:21]([NH2:23])[CH3:22], predict the reaction product. The product is: [Cl:1][C:2]1[CH:3]=[C:4]([N:10]([CH2:16][C:17]([F:20])([F:19])[F:18])[C@H:11]([C:13]([NH:23][CH2:21][CH3:22])=[O:15])[CH3:12])[CH:5]=[CH:6][C:7]=1[C:8]#[N:9]. (2) Given the reactants [C:1]([CH:3]([NH:17][C:18]1[CH:25]=[CH:24][C:21]([C:22]#[N:23])=[CH:20][CH:19]=1)[C:4]1[CH:9]=[C:8]([O:10][CH3:11])[CH:7]=[C:6]([O:12][CH2:13][CH2:14][OH:15])[C:5]=1[F:16])#[N:2].[NH4+]=[S:27].O, predict the reaction product. The product is: [C:22]([C:21]1[CH:20]=[CH:19][C:18]([NH:17][CH:3]([C:4]2[CH:9]=[C:8]([O:10][CH3:11])[CH:7]=[C:6]([O:12][CH2:13][CH2:14][OH:15])[C:5]=2[F:16])[C:1]([NH2:2])=[S:27])=[CH:25][CH:24]=1)#[N:23]. (3) Given the reactants Cl[C:2]1[CH:11]=[C:10]([Cl:12])[C:9]2[C:4](=[CH:5][CH:6]=[CH:7][CH:8]=2)[N:3]=1.[CH3:13][O-:14].[Na+], predict the reaction product. The product is: [Cl:12][C:10]1[C:9]2[C:4](=[CH:5][CH:6]=[C:7]([O:14][CH3:13])[CH:8]=2)[N:3]=[CH:2][CH:11]=1. (4) Given the reactants [C:1]([C:3]1[CH:8]=[CH:7][C:6]([C:9]2[N:10]=[C:11]([CH:14]([CH3:31])[C:15]([C:23]3[CH:28]=[C:27]([F:29])[CH:26]=[CH:25][C:24]=3[F:30])([OH:22])[CH2:16][N:17]3[CH:21]=[N:20][CH:19]=[N:18]3)[S:12][CH:13]=2)=[CH:5][CH:4]=1)#[N:2].[C@@:32]12([CH2:42][S:43](O)(=[O:45])=[O:44])[C:39]([CH3:41])([CH3:40])[CH:36]([CH2:37][CH2:38]1)[CH2:35][C:33]2=[O:34], predict the reaction product. The product is: [C@@:32]12([CH2:42][S:43]([O:22][C@@:15]([C:23]3[CH:28]=[C:27]([F:29])[CH:26]=[CH:25][C:24]=3[F:30])([C@H:14]([C:11]3[S:12][CH:13]=[C:9]([C:6]4[CH:7]=[CH:8][C:3]([C:1]#[N:2])=[CH:4][CH:5]=4)[N:10]=3)[CH3:31])[CH2:16][N:17]3[CH:21]=[N:20][CH:19]=[N:18]3)(=[O:45])=[O:44])[C:39]([CH3:41])([CH3:40])[CH:36]([CH2:37][CH2:38]1)[CH2:35][C:33]2=[O:34].